This data is from HIV replication inhibition screening data with 41,000+ compounds from the AIDS Antiviral Screen. The task is: Binary Classification. Given a drug SMILES string, predict its activity (active/inactive) in a high-throughput screening assay against a specified biological target. (1) The drug is CC1CCCC(C(O)CC2CC(=O)NC(=O)C2)C1O. The result is 0 (inactive). (2) The molecule is O=C1CCC2(CCCCC2)N1. The result is 0 (inactive). (3) The drug is CN1C(=O)C(O)(CC(=O)c2ccccc2)c2ccccc21. The result is 0 (inactive).